This data is from Full USPTO retrosynthesis dataset with 1.9M reactions from patents (1976-2016). The task is: Predict the reactants needed to synthesize the given product. Given the product [Cl:8][C:5]1[CH:6]=[CH:7][C:2]([NH:1][S:28]([C:22]2[CH:23]=[CH:24][C:25]([O:26][CH3:27])=[C:20]([O:19][CH3:18])[CH:21]=2)(=[O:30])=[O:29])=[C:3]([C:9](=[O:10])[C:11]2[CH:16]=[CH:15][CH:14]=[CH:13][C:12]=2[Cl:17])[CH:4]=1, predict the reactants needed to synthesize it. The reactants are: [NH2:1][C:2]1[CH:7]=[CH:6][C:5]([Cl:8])=[CH:4][C:3]=1[C:9]([C:11]1[CH:16]=[CH:15][CH:14]=[CH:13][C:12]=1[Cl:17])=[O:10].[CH3:18][O:19][C:20]1[CH:21]=[C:22]([S:28](Cl)(=[O:30])=[O:29])[CH:23]=[CH:24][C:25]=1[O:26][CH3:27].